From a dataset of Reaction yield outcomes from USPTO patents with 853,638 reactions. Predict the reaction yield, written as a fraction of the theoretical maximum amount of product (1.0 means a 100% yield; for example, 0.34 means a 34% yield). (1) The reactants are [N:1]1([C:6]2[CH:11]=[C:10]([N+:12]([O-])=O)[C:9]([NH2:15])=[C:8]([CH3:16])[CH:7]=2)[CH:5]=[CH:4][N:3]=[CH:2]1. The catalyst is [Pd].O. The product is [N:1]1([C:6]2[CH:11]=[C:10]([NH2:12])[C:9]([NH2:15])=[C:8]([CH3:16])[CH:7]=2)[CH:5]=[CH:4][N:3]=[CH:2]1. The yield is 0.910. (2) The reactants are [NH2:1][C:2]1[CH:7]=[CH:6][C:5]([C:8]2[CH:16]=[CH:15][C:14]([C:17]3[N:18]([C:33]([O:35][C:36]([CH3:39])([CH3:38])[CH3:37])=[O:34])[C:19]4[C:24]([CH:25]=3)=[CH:23][C:22]([CH2:26][N:27]3[CH2:32][CH2:31][CH2:30][CH2:29][CH2:28]3)=[CH:21][CH:20]=4)=[C:13]3[C:9]=2[CH2:10][NH:11][C:12]3=[O:40])=[CH:4][CH:3]=1.[O-:41][C:42]#[N:43].[Na+].C(=O)([O-])O.[Na+]. The catalyst is C(O)(=O)C.O. The product is [NH:1]([C:2]1[CH:3]=[CH:4][C:5]([C:8]2[CH:16]=[CH:15][C:14]([C:17]3[N:18]([C:33]([O:35][C:36]([CH3:37])([CH3:39])[CH3:38])=[O:34])[C:19]4[C:24]([CH:25]=3)=[CH:23][C:22]([CH2:26][N:27]3[CH2:32][CH2:31][CH2:30][CH2:29][CH2:28]3)=[CH:21][CH:20]=4)=[C:13]3[C:9]=2[CH2:10][NH:11][C:12]3=[O:40])=[CH:6][CH:7]=1)[C:42]([NH2:43])=[O:41]. The yield is 0.560. (3) The reactants are [CH2:1]([CH:4]([C:10]([O:12][CH2:13][CH3:14])=[O:11])[C:5]([O:7][CH2:8][CH3:9])=[O:6])[CH:2]=[CH2:3].[C:15](#[N:18])C=C. The catalyst is C1(C)C=CC=CC=1. The product is [C:15](/[CH:3]=[CH:2]\[CH2:1][CH:4]([C:10]([O:12][CH2:13][CH3:14])=[O:11])[C:5]([O:7][CH2:8][CH3:9])=[O:6])#[N:18]. The yield is 0.600. (4) The reactants are [CH3:1][N:2]1[CH2:7][CH2:6][NH:5][CH2:4][CH2:3]1.[Cl:8][C:9]1[CH:36]=[CH:35][C:34]([N:37]2[CH:41]=[CH:40][CH:39]=[CH:38]2)=[CH:33][C:10]=1[C:11]([NH:13][C:14](=[O:32])[NH:15][C:16]1[S:17][C:18]2[CH:24]=[C:23]([S:25]([CH2:28][CH2:29][CH2:30]I)(=[O:27])=[O:26])[CH:22]=[CH:21][C:19]=2[N:20]=1)=[O:12]. The catalyst is C1COCC1.CCOC(C)=O. The product is [Cl:8][C:9]1[CH:36]=[CH:35][C:34]([N:37]2[CH:41]=[CH:40][CH:39]=[CH:38]2)=[CH:33][C:10]=1[C:11]([NH:13][C:14](=[O:32])[NH:15][C:16]1[S:17][C:18]2[CH:24]=[C:23]([S:25]([CH2:28][CH2:29][CH2:30][N:5]3[CH2:6][CH2:7][N:2]([CH3:1])[CH2:3][CH2:4]3)(=[O:27])=[O:26])[CH:22]=[CH:21][C:19]=2[N:20]=1)=[O:12]. The yield is 0.190. (5) The reactants are Br[C:2]1[CH:8]=[C:7]([F:9])[CH:6]=[C:5]([O:10][CH3:11])[C:3]=1[NH2:4].C([Sn](CCCC)(CCCC)[C:17]([O:19]CC)=[CH2:18])CCC.Cl. The catalyst is O1CCOCC1. The product is [NH2:4][C:3]1[C:5]([O:10][CH3:11])=[CH:6][C:7]([F:9])=[CH:8][C:2]=1[C:17](=[O:19])[CH3:18]. The yield is 0.700.